Dataset: NCI-60 drug combinations with 297,098 pairs across 59 cell lines. Task: Regression. Given two drug SMILES strings and cell line genomic features, predict the synergy score measuring deviation from expected non-interaction effect. Drug 1: CN1C2=C(C=C(C=C2)N(CCCl)CCCl)N=C1CCCC(=O)O.Cl. Drug 2: C1CN(P(=O)(OC1)NCCCl)CCCl. Cell line: MDA-MB-435. Synergy scores: CSS=-0.877, Synergy_ZIP=0.579, Synergy_Bliss=-0.235, Synergy_Loewe=-0.983, Synergy_HSA=-1.28.